From a dataset of Catalyst prediction with 721,799 reactions and 888 catalyst types from USPTO. Predict which catalyst facilitates the given reaction. Reactant: Cl[C:2]1[N:7]=[C:6]([CH:8]2[CH2:10][CH2:9]2)[C:5]([C:11]([F:14])([F:13])[F:12])=[C:4]([CH2:15][N:16]2[C:24](=[O:25])[C:23]3[C:18](=[CH:19][CH:20]=[CH:21][CH:22]=3)[C:17]2=[O:26])[CH:3]=1.CC1(C)OB([C:33]2[CH:34]=[N:35][C:36]([C:39]([F:42])([F:41])[F:40])=[N:37][CH:38]=2)OC1(C)C.C(=O)([O-])[O-].[K+].[K+]. Product: [CH:8]1([C:6]2[C:5]([C:11]([F:14])([F:13])[F:12])=[C:4]([CH2:15][N:16]3[C:24](=[O:25])[C:23]4[C:18](=[CH:19][CH:20]=[CH:21][CH:22]=4)[C:17]3=[O:26])[CH:3]=[C:2]([C:33]3[CH:34]=[N:35][C:36]([C:39]([F:42])([F:41])[F:40])=[N:37][CH:38]=3)[N:7]=2)[CH2:10][CH2:9]1. The catalyst class is: 294.